Dataset: Full USPTO retrosynthesis dataset with 1.9M reactions from patents (1976-2016). Task: Predict the reactants needed to synthesize the given product. (1) Given the product [Cl:8][C:9]1[CH:23]=[CH:22][C:21]2[N:20]3[C:16](=[N:17][N:18]=[C:19]3[CH:24]3[CH2:25][CH2:26][N:27]([C:30]4[CH:35]=[CH:34][CH:33]=[CH:32][N:31]=4)[CH2:28][CH2:29]3)[CH2:15][N:14]([C:5](=[O:7])[CH3:6])[CH2:13][CH2:12][C:11]=2[CH:10]=1, predict the reactants needed to synthesize it. The reactants are: C(O[C:5](=[O:7])[CH3:6])(=O)C.[Cl:8][C:9]1[CH:23]=[CH:22][C:21]2[N:20]3[C:16](=[N:17][N:18]=[C:19]3[CH:24]3[CH2:29][CH2:28][N:27]([C:30]4[CH:35]=[CH:34][CH:33]=[CH:32][N:31]=4)[CH2:26][CH2:25]3)[CH2:15][NH:14][CH2:13][CH2:12][C:11]=2[CH:10]=1.C(N(CC)CC)C. (2) Given the product [C:1]([O:5][C:6](=[O:35])[CH2:7][O:8][C:9]1[C:18]2[CH2:17][CH2:16][CH2:15][C@@H:14]([N:19]([S:21]([C:24]3[CH:29]=[C:28]([C:30]([F:33])([F:32])[F:31])[CH:27]=[C:26]([O:41][CH:39]([CH3:40])[CH3:38])[CH:25]=3)(=[O:22])=[O:23])[CH3:20])[C:13]=2[CH:12]=[CH:11][CH:10]=1)([CH3:4])([CH3:2])[CH3:3], predict the reactants needed to synthesize it. The reactants are: [C:1]([O:5][C:6](=[O:35])[CH2:7][O:8][C:9]1[C:18]2[CH2:17][CH2:16][CH2:15][C@@H:14]([N:19]([S:21]([C:24]3[CH:29]=[C:28]([C:30]([F:33])([F:32])[F:31])[CH:27]=[C:26](F)[CH:25]=3)(=[O:23])=[O:22])[CH3:20])[C:13]=2[CH:12]=[CH:11][CH:10]=1)([CH3:4])([CH3:3])[CH3:2].[H-].[Na+].[CH3:38][CH:39]([OH:41])[CH3:40].O. (3) Given the product [CH3:80][N:81]1[CH:85]=[C:84]([NH:86][C:2]2[N:3]=[C:4]([NH:19][C@H:20]3[CH2:23][C@H:22]([NH:24][C:25](=[O:31])[O:26][C:27]([CH3:28])([CH3:29])[CH3:30])[CH2:21]3)[C:5]3[CH:10]=[CH:9][N:8]([CH2:11][O:12][CH2:13][CH2:14][Si:15]([CH3:18])([CH3:16])[CH3:17])[C:6]=3[N:7]=2)[CH:83]=[N:82]1, predict the reactants needed to synthesize it. The reactants are: Cl[C:2]1[N:3]=[C:4]([NH:19][C@H:20]2[CH2:23][C@H:22]([NH:24][C:25](=[O:31])[O:26][C:27]([CH3:30])([CH3:29])[CH3:28])[CH2:21]2)[C:5]2[CH:10]=[CH:9][N:8]([CH2:11][O:12][CH2:13][CH2:14][Si:15]([CH3:18])([CH3:17])[CH3:16])[C:6]=2[N:7]=1.C([O-])([O-])=O.[Cs+].[Cs+].CC1(C)C2C(=C(P(C3C=CC=CC=3)C3C=CC=CC=3)C=CC=2)OC2C(P(C3C=CC=CC=3)C3C=CC=CC=3)=CC=CC1=2.[CH3:80][N:81]1[CH:85]=[C:84]([NH2:86])[CH:83]=[N:82]1.